This data is from TCR-epitope binding with 47,182 pairs between 192 epitopes and 23,139 TCRs. The task is: Binary Classification. Given a T-cell receptor sequence (or CDR3 region) and an epitope sequence, predict whether binding occurs between them. The epitope is EILDITPCSF. The TCR CDR3 sequence is CASRPNSYNEQFF. Result: 0 (the TCR does not bind to the epitope).